This data is from Reaction yield outcomes from USPTO patents with 853,638 reactions. The task is: Predict the reaction yield, written as a fraction of the theoretical maximum amount of product (1.0 means a 100% yield; for example, 0.34 means a 34% yield). The reactants are [CH3:1][N:2]1[C:6]([C@:7]23[O:13][C@H:12]2[CH2:11][CH2:10][CH2:9][CH2:8]3)=[CH:5][CH:4]=[N:3]1. The catalyst is [Ni].C(O)(C)C. The product is [CH3:1][N:2]1[C:6]([C@H:7]2[CH2:8][CH2:9][CH2:10][CH2:11][C@@H:12]2[OH:13])=[CH:5][CH:4]=[N:3]1. The yield is 0.280.